From a dataset of Reaction yield outcomes from USPTO patents with 853,638 reactions. Predict the reaction yield, written as a fraction of the theoretical maximum amount of product (1.0 means a 100% yield; for example, 0.34 means a 34% yield). (1) The reactants are C(OC(=O)[NH:10][C@@H:11]([CH3:25])[CH2:12][NH:13][C:14]1[CH:19]=[CH:18][C:17]([O:20][C:21]([F:24])([F:23])[F:22])=[CH:16][CH:15]=1)C1C=CC=CC=1. The catalyst is C(O)C.[Pd]. The product is [F:22][C:21]([F:23])([F:24])[O:20][C:17]1[CH:16]=[CH:15][C:14]([NH:13][CH2:12][C@@H:11]([NH2:10])[CH3:25])=[CH:19][CH:18]=1. The yield is 0.720. (2) The reactants are [N+:1]([C:4]1[CH:10]=[CH:9][CH:8]=[C:7]([C:11]2[CH:16]=[CH:15][CH:14]=[CH:13][N:12]=2)[C:5]=1[NH2:6])([O-])=O. The catalyst is CCOC(C)=O.[Pd]. The product is [N:12]1[CH:13]=[CH:14][CH:15]=[CH:16][C:11]=1[C:7]1[CH:8]=[CH:9][CH:10]=[C:4]([NH2:1])[C:5]=1[NH2:6]. The yield is 0.890.